Dataset: Forward reaction prediction with 1.9M reactions from USPTO patents (1976-2016). Task: Predict the product of the given reaction. Given the reactants [F:1][C:2]1[CH:3]=[C:4](/[CH:12]=[CH:13]/[C:14]([N:16]2[C@H:20]([C:21]3[CH:26]=[CH:25][CH:24]=[CH:23][CH:22]=3)[CH2:19][O:18][C:17]2=[O:27])=[O:15])[CH:5]=[CH:6][C:7]=1[C:8]([F:11])([F:10])[F:9].CO[CH2:30][N:31]([CH2:37][C:38]1[CH:43]=[CH:42][CH:41]=[CH:40][CH:39]=1)[CH2:32][Si](C)(C)C.C(O)(C(F)(F)F)=O.C1C=CC=CC=1, predict the reaction product. The product is: [CH2:37]([N:31]1[CH2:32][C@@H:12]([C:4]2[CH:5]=[CH:6][C:7]([C:8]([F:9])([F:10])[F:11])=[C:2]([F:1])[CH:3]=2)[C@H:13]([C:14]([N:16]2[C@H:20]([C:21]3[CH:22]=[CH:23][CH:24]=[CH:25][CH:26]=3)[CH2:19][O:18][C:17]2=[O:27])=[O:15])[CH2:30]1)[C:38]1[CH:43]=[CH:42][CH:41]=[CH:40][CH:39]=1.